From a dataset of Full USPTO retrosynthesis dataset with 1.9M reactions from patents (1976-2016). Predict the reactants needed to synthesize the given product. Given the product [CH2:13]([O:20][C:21]1[CH:22]=[CH:23][C:24]([O:27][C:2]2[CH:9]=[CH:8][C:5]([CH:6]=[O:7])=[CH:4][C:3]=2[N+:10]([O-:12])=[O:11])=[CH:25][CH:26]=1)[C:14]1[CH:15]=[CH:16][CH:17]=[CH:18][CH:19]=1, predict the reactants needed to synthesize it. The reactants are: Cl[C:2]1[CH:9]=[CH:8][C:5]([CH:6]=[O:7])=[CH:4][C:3]=1[N+:10]([O-:12])=[O:11].[CH2:13]([O:20][C:21]1[CH:26]=[CH:25][C:24]([OH:27])=[CH:23][CH:22]=1)[C:14]1[CH:19]=[CH:18][CH:17]=[CH:16][CH:15]=1.C(=O)([O-])[O-].[K+].[K+].